From a dataset of Reaction yield outcomes from USPTO patents with 853,638 reactions. Predict the reaction yield, written as a fraction of the theoretical maximum amount of product (1.0 means a 100% yield; for example, 0.34 means a 34% yield). (1) The reactants are [F:1][C:2]1[CH:7]=[CH:6][C:5]([C:8]2[NH:12][N:11]=[CH:10][C:9]=2[C:13]2[CH:18]=[CH:17][N:16]=[CH:15][CH:14]=2)=[CH:4][CH:3]=1.[Br:19]N1C(=O)CCC1=O.O. The catalyst is CN(C)C=O. The product is [Br:19][C:10]1[C:9]([C:13]2[CH:18]=[CH:17][N:16]=[CH:15][CH:14]=2)=[C:8]([C:5]2[CH:4]=[CH:3][C:2]([F:1])=[CH:7][CH:6]=2)[NH:12][N:11]=1. The yield is 0.720. (2) The reactants are [Br:1][C:2]1[C:3](Cl)=[N:4][C:5]([Cl:8])=[N:6][CH:7]=1.[F:10][C:11]([F:20])([F:19])[C:12]1[CH:13]=[C:14]([CH:16]=[CH:17][CH:18]=1)[NH2:15].C(=O)(O)[O-].[Na+]. The catalyst is CCO. The product is [Br:1][C:2]1[C:3]([NH:15][C:14]2[CH:16]=[CH:17][CH:18]=[C:12]([C:11]([F:10])([F:19])[F:20])[CH:13]=2)=[N:4][C:5]([Cl:8])=[N:6][CH:7]=1. The yield is 0.720.